From a dataset of Reaction yield outcomes from USPTO patents with 853,638 reactions. Predict the reaction yield, written as a fraction of the theoretical maximum amount of product (1.0 means a 100% yield; for example, 0.34 means a 34% yield). (1) The reactants are [CH2:1]([O:8][C:9]1[CH:18]=[CH:17][C:12]([C:13]([O:15][CH3:16])=[O:14])=[CH:11][C:10]=1Br)[C:2]1[CH:7]=[CH:6][CH:5]=[CH:4][CH:3]=1.C(=O)([O-])[O-].[Cs+].[Cs+].[CH3:26]/[C:27](/B(O)O)=[CH:28]/[CH3:29].O. The catalyst is O1CCCC1. The product is [CH2:1]([O:8][C:9]1[CH:18]=[CH:17][C:12]([C:13]([O:15][CH3:16])=[O:14])=[CH:11][C:10]=1/[C:27](/[CH3:26])=[CH:28]\[CH3:29])[C:2]1[CH:7]=[CH:6][CH:5]=[CH:4][CH:3]=1. The yield is 0.410. (2) The reactants are Br[C:2]1[CH:10]=[C:9]2[C:5]([C:6]([C:19]3[N:20]([CH2:36][O:37][CH2:38][CH2:39][Si:40]([CH3:43])([CH3:42])[CH3:41])[C:21]4[C:22]([N:35]=3)=[CH:23][C:24]3[C:25]([CH3:34])([CH3:33])[C:26](=[O:32])[N:27]([CH2:30][CH3:31])[C:28]=3[CH:29]=4)=[N:7][N:8]2[CH2:11][O:12][CH2:13][CH2:14][Si:15]([CH3:18])([CH3:17])[CH3:16])=[CH:4][CH:3]=1.[N+:44]([C:47]1[CH:52]=[CH:51][CH:50]=[C:49]([CH:53]=[CH2:54])[CH:48]=1)([O-:46])=[O:45].C1(C)C=CC=CC=1P(C1C=CC=CC=1C)C1C=CC=CC=1C.C(N(CC)CC)C. The catalyst is C([O-])(=O)C.[Pd+2].C([O-])(=O)C.O.CN(C=O)C. The product is [CH2:30]([N:27]1[C:28]2[CH:29]=[C:21]3[N:20]([CH2:36][O:37][CH2:38][CH2:39][Si:40]([CH3:42])([CH3:41])[CH3:43])[C:19]([C:6]4[C:5]5[C:9](=[CH:10][C:2]([CH:54]=[CH:53][C:49]6[CH:50]=[CH:51][CH:52]=[C:47]([N+:44]([O-:46])=[O:45])[CH:48]=6)=[CH:3][CH:4]=5)[N:8]([CH2:11][O:12][CH2:13][CH2:14][Si:15]([CH3:17])([CH3:16])[CH3:18])[N:7]=4)=[N:35][C:22]3=[CH:23][C:24]=2[C:25]([CH3:34])([CH3:33])[C:26]1=[O:32])[CH3:31]. The yield is 0.390. (3) The reactants are [N+:1]([C:4]1[C:13]2[C:8](=[CH:9][CH:10]=[CH:11][CH:12]=2)[CH:7]=[CH:6][C:5]=1[NH:14][C:15]1[CH:16]=[C:17]([CH:20]=[CH:21][CH:22]=1)[C:18]#[N:19])([O-])=O.C1COCC1. The catalyst is CO.[C].[Pd]. The product is [NH2:1][C:4]1[C:13]2[C:8](=[CH:9][CH:10]=[CH:11][CH:12]=2)[CH:7]=[CH:6][C:5]=1[NH:14][C:15]1[CH:16]=[C:17]([CH:20]=[CH:21][CH:22]=1)[C:18]#[N:19]. The yield is 0.930. (4) The reactants are [N:1]1[CH:6]=[CH:5][CH:4]=[CH:3][C:2]=1[N:7]1[CH2:12][CH2:11][NH:10][CH2:9][CH2:8]1.Cl[CH2:14][C:15]1[NH:16][C:17]2[CH:23]=[CH:22][CH:21]=[CH:20][C:18]=2[N:19]=1.C(N(CC)CC)C. The catalyst is CN(C=O)C. The product is [N:1]1[CH:6]=[CH:5][CH:4]=[CH:3][C:2]=1[N:7]1[CH2:8][CH2:9][N:10]([CH2:14][C:15]2[NH:19][C:18]3[CH:20]=[CH:21][CH:22]=[CH:23][C:17]=3[N:16]=2)[CH2:11][CH2:12]1. The yield is 0.720. (5) The reactants are [CH2:1]([O:8][N:9]1[C:15](=[O:16])[N:14]2[CH2:17][C@H:10]1[CH2:11][CH2:12][C@H:13]2[C:18]([OH:20])=[O:19])[C:2]1[CH:7]=[CH:6][CH:5]=[CH:4][CH:3]=1.CN1CCOCC1.ClC(OCC(C)C)=O.O[N:37]1[C:41](=[O:42])[CH2:40][CH2:39][C:38]1=[O:43]. The catalyst is ClCCl. The product is [CH2:1]([O:8][N:9]1[C:15](=[O:16])[N:14]2[CH2:17][C@H:10]1[CH2:11][CH2:12][C@H:13]2[C:18]([O:20][N:37]1[C:41](=[O:42])[CH2:40][CH2:39][C:38]1=[O:43])=[O:19])[C:2]1[CH:7]=[CH:6][CH:5]=[CH:4][CH:3]=1. The yield is 0.590. (6) The reactants are C1CCN(CCCN2CC3C4C=CC(F)=CC=4C(NC=3CC2)=O)CC1.[CH2:26]([N:33]1[C:41]2[CH:40]=[CH:39][CH:38]=[C:37]([C:42]([O:44]C)=[O:43])[C:36]=2[C:35]([CH2:46][CH2:47][NH:48][C@@H:49]2[CH:54]3[CH2:55][CH2:56][N:51]([CH2:52][CH2:53]3)[CH2:50]2)=[N:34]1)[C:27]1[CH:32]=[CH:31][CH:30]=[CH:29][CH:28]=1.O.[OH-].[Li+:59]. No catalyst specified. The product is [CH2:26]([N:33]1[C:41]2[CH:40]=[CH:39][CH:38]=[C:37]([C:42]([O-:44])=[O:43])[C:36]=2[C:35]([CH2:46][CH2:47][NH:48][C@@H:49]2[CH:54]3[CH2:55][CH2:56][N:51]([CH2:52][CH2:53]3)[CH2:50]2)=[N:34]1)[C:27]1[CH:28]=[CH:29][CH:30]=[CH:31][CH:32]=1.[Li+:59]. The yield is 1.00. (7) The reactants are [H-].C([Al+]CC(C)C)C(C)C.C([O:13][C:14]([C:16]1[CH:25]=[C:24]2[C:19]([C:20]([Cl:27])=[CH:21][C:22]([CH3:26])=[N:23]2)=[CH:18][CH:17]=1)=O)C. The product is [Cl:27][C:20]1[C:19]2[C:24](=[CH:25][C:16]([CH2:14][OH:13])=[CH:17][CH:18]=2)[N:23]=[C:22]([CH3:26])[CH:21]=1. The yield is 0.710. The catalyst is O1CCCC1. (8) The reactants are [OH:1][C:2]1[CH:7]=[CH:6][C:5]([C:8]2[O:9][C:10]3[C:16]([C:17]([CH3:19])=[CH2:18])=[CH:15][C:14]([OH:20])=[CH:13][C:11]=3[N:12]=2)=[CH:4][CH:3]=1. The catalyst is CCOC(C)=O.C(O)C.[Pd]. The product is [OH:1][C:2]1[CH:3]=[CH:4][C:5]([C:8]2[O:9][C:10]3[C:16]([CH:17]([CH3:18])[CH3:19])=[CH:15][C:14]([OH:20])=[CH:13][C:11]=3[N:12]=2)=[CH:6][CH:7]=1. The yield is 0.900.